From a dataset of Full USPTO retrosynthesis dataset with 1.9M reactions from patents (1976-2016). Predict the reactants needed to synthesize the given product. (1) Given the product [C:1]([CH2:3][NH:4][C:5]([C@@H:7]1[CH2:12][CH2:11][CH2:10][CH2:9][C@H:8]1[CH2:13][S:29][C:26]1[CH:27]=[CH:28][C:23]([S:22][CH3:21])=[CH:24][CH:25]=1)=[O:6])#[N:2], predict the reactants needed to synthesize it. The reactants are: [C:1]([CH2:3][NH:4][C:5]([C@@H:7]1[CH2:12][CH2:11][CH2:10][CH2:9][C@H:8]1[CH2:13]Br)=[O:6])#[N:2].C(=O)([O-])[O-].[Cs+].[Cs+].[CH3:21][S:22][C:23]1[CH:28]=[CH:27][C:26]([SH:29])=[CH:25][CH:24]=1. (2) Given the product [CH:18]([C:17]1[CH:20]=[CH:21][C:14]([C:12]([Cl:35])=[O:13])=[CH:15][CH:16]=1)=[O:19], predict the reactants needed to synthesize it. The reactants are: C1(N2CCCN([C:12]([C:14]3[CH:21]=[CH:20][C:17]([CH:18]=[O:19])=[CH:16][CH:15]=3)=[O:13])CC2)CCC1.C(C1C=CC(C=O)=CC=1)(O)=O.O=S(Cl)[Cl:35].CN(C=O)C.[OH-].[Na+].Cl. (3) Given the product [S:41]([OH:45])([OH:44])(=[O:43])=[O:42].[Cl:1][C:2]1[C:34]([O:35][C:36]([C:39]#[N:40])([CH3:38])[CH3:37])=[CH:33][CH:32]=[CH:31][C:3]=1[C:4]([NH:6][C:7]1[CH:12]=[C:11]([N:13]([C:15]2[N:20]=[C:19]3[S:21][C:22]([NH:24][C:25]([CH:27]4[CH2:29][CH2:28]4)=[O:26])=[N:23][C:18]3=[CH:17][CH:16]=2)[CH3:14])[CH:10]=[CH:9][C:8]=1[F:30])=[O:5], predict the reactants needed to synthesize it. The reactants are: [Cl:1][C:2]1[C:34]([O:35][C:36]([C:39]#[N:40])([CH3:38])[CH3:37])=[CH:33][CH:32]=[CH:31][C:3]=1[C:4]([NH:6][C:7]1[CH:12]=[C:11]([N:13]([C:15]2[N:20]=[C:19]3[S:21][C:22]([NH:24][C:25]([CH:27]4[CH2:29][CH2:28]4)=[O:26])=[N:23][C:18]3=[CH:17][CH:16]=2)[CH3:14])[CH:10]=[CH:9][C:8]=1[F:30])=[O:5].[S:41](=[O:45])(=[O:44])([OH:43])[OH:42]. (4) Given the product [C:28]([C:23]1[CH:24]=[CH:25][CH:26]=[CH:27][C:22]=1[CH2:21][CH2:20][C:19]1[C:3]2[C:4](=[O:18])[N:5]([C:12]3[CH:17]=[CH:16][CH:15]=[CH:14][CH:13]=3)[C:6]3[N:7]=[CH:8][CH:9]=[CH:10][C:11]=3[C:2]=2[NH:33][N:32]=1)#[N:29], predict the reactants needed to synthesize it. The reactants are: O[C:2]1[C:11]2[C:6](=[N:7][CH:8]=[CH:9][CH:10]=2)[N:5]([C:12]2[CH:17]=[CH:16][CH:15]=[CH:14][CH:13]=2)[C:4](=[O:18])[C:3]=1[C:19](=O)[CH2:20][CH2:21][C:22]1[CH:27]=[CH:26][CH:25]=[CH:24][C:23]=1[C:28]#[N:29].O.[NH2:32][NH2:33]. (5) Given the product [CH3:1][O:2][C:3]1[CH:11]=[C:10]2[C:6]([C:7]([C:12]([NH:19][C:18]3[CH:20]=[CH:21][C:22]([B:24]4[O:25][C:26]([CH3:31])([CH3:32])[C:27]([CH3:30])([CH3:29])[O:28]4)=[CH:23][C:17]=3[O:16][CH3:15])=[O:14])=[N:8][NH:9]2)=[CH:5][CH:4]=1, predict the reactants needed to synthesize it. The reactants are: [CH3:1][O:2][C:3]1[CH:11]=[C:10]2[C:6]([C:7]([C:12]([OH:14])=O)=[N:8][NH:9]2)=[CH:5][CH:4]=1.[CH3:15][O:16][C:17]1[CH:23]=[C:22]([B:24]2[O:28][C:27]([CH3:30])([CH3:29])[C:26]([CH3:32])([CH3:31])[O:25]2)[CH:21]=[CH:20][C:18]=1[NH2:19].F[P-](F)(F)(F)(F)F.N1(OC(N(C)C)=[N+](C)C)C2N=CC=CC=2N=N1.C(N(CC)C(C)C)(C)C. (6) The reactants are: [C:1]([C:5]1[O:9][N:8]=[C:7]([NH:10][C:11]([C@@H:13]2[CH2:18][CH2:17][CH2:16][CH2:15][N:14]2[C:19]([N:21]2[CH2:26][CH2:25][NH:24][CH2:23][CH2:22]2)=[O:20])=[O:12])[CH:6]=1)([CH3:4])([CH3:3])[CH3:2].[C:27](Cl)(=[O:30])[CH2:28][CH3:29].C(N(CC)C(C)C)(C)C. Given the product [C:1]([C:5]1[O:9][N:8]=[C:7]([NH:10][C:11]([C@@H:13]2[CH2:18][CH2:17][CH2:16][CH2:15][N:14]2[C:19]([N:21]2[CH2:26][CH2:25][N:24]([C:27](=[O:30])[CH2:28][CH3:29])[CH2:23][CH2:22]2)=[O:20])=[O:12])[CH:6]=1)([CH3:4])([CH3:2])[CH3:3], predict the reactants needed to synthesize it.